This data is from Catalyst prediction with 721,799 reactions and 888 catalyst types from USPTO. The task is: Predict which catalyst facilitates the given reaction. (1) Reactant: [C:1]([NH:11][C@H:12]([C:15]([OH:17])=O)[CH2:13][OH:14])([O:3][CH2:4][C:5]1[CH:10]=[CH:9][CH:8]=[CH:7][CH:6]=1)=[O:2].[CH3:18][NH:19][CH3:20]. Product: [CH3:18][N:19]([CH3:20])[C:15](=[O:17])[C@@H:12]([NH:11][C:1](=[O:2])[O:3][CH2:4][C:5]1[CH:10]=[CH:9][CH:8]=[CH:7][CH:6]=1)[CH2:13][OH:14]. The catalyst class is: 8. (2) Reactant: Br[CH2:2][CH:3]1[CH2:5][CH2:4]1.[NH:6]1[C:10]2[CH:11]=[CH:12][CH:13]=[CH:14][C:9]=2[N:8]=[C:7]1[CH2:15][OH:16].C(N(CC)C(C)C)(C)C. Product: [CH:5]1([CH2:4][N:6]2[C:10]3[CH:11]=[CH:12][CH:13]=[CH:14][C:9]=3[N:8]=[C:7]2[CH2:15][OH:16])[CH2:3][CH2:2]1. The catalyst class is: 3.